Dataset: Reaction yield outcomes from USPTO patents with 853,638 reactions. Task: Predict the reaction yield, written as a fraction of the theoretical maximum amount of product (1.0 means a 100% yield; for example, 0.34 means a 34% yield). The reactants are CC1(C)[O:6][C@@H:5]([CH2:7][CH2:8][N:9]2[C:13](=[O:14])[CH2:12][CH2:11][C:10]2=[O:15])[C:4](=[O:16])[O:3]1. The yield is 0.780. The catalyst is CO.O. The product is [O:15]=[C:10]1[CH2:11][CH2:12][C:13](=[O:14])[N:9]1[CH2:8][CH2:7][C@H:5]([OH:6])[C:4]([OH:16])=[O:3].